From a dataset of Full USPTO retrosynthesis dataset with 1.9M reactions from patents (1976-2016). Predict the reactants needed to synthesize the given product. Given the product [CH2:1]([O:3][C:4]1[CH:5]=[C:6]([CH:10]([C:15]2[NH:23][C:18]3=[N:19][CH:20]=[CH:21][CH:22]=[C:17]3[CH:16]=2)[CH2:11][CH:12]([CH3:14])[CH3:13])[CH:7]=[CH:8][CH:9]=1)[CH3:2], predict the reactants needed to synthesize it. The reactants are: [CH2:1]([O:3][C:4]1[CH:5]=[C:6]([C:10]([C:15]2[NH:23][C:18]3=[N:19][CH:20]=[CH:21][CH:22]=[C:17]3[CH:16]=2)=[CH:11][CH:12]([CH3:14])[CH3:13])[CH:7]=[CH:8][CH:9]=1)[CH3:2].[H][H].